This data is from Reaction yield outcomes from USPTO patents with 853,638 reactions. The task is: Predict the reaction yield, written as a fraction of the theoretical maximum amount of product (1.0 means a 100% yield; for example, 0.34 means a 34% yield). (1) The product is [F:1][C:2]1[CH:10]=[CH:9][C:5]([C:6]([Cl:14])=[O:7])=[C:4]([OH:11])[CH:3]=1. The reactants are [F:1][C:2]1[CH:10]=[CH:9][C:5]([C:6](O)=[O:7])=[C:4]([OH:11])[CH:3]=1.S(Cl)([Cl:14])=O.CN(C)C=O. The catalyst is CCCCCCC. The yield is 0.850. (2) The reactants are [Si]([O:8][CH2:9][C:10]1[C:15]([OH:16])=[CH:14][N:13]=[CH:12][C:11]=1[OH:17])(C(C)(C)C)(C)C.C([O-])([O-])=O.[Cs+].[Cs+].Cl.Cl[CH2:26][C:27]1[C:28]([C:33]2[N:37]([CH:38]([CH3:40])[CH3:39])[N:36]=[CH:35][CH:34]=2)=[N:29][CH:30]=[CH:31][CH:32]=1. The catalyst is CN(C=O)C. The product is [OH:8][CH2:9][C:10]1[C:11]([O:17][CH2:26][C:27]2[C:28]([C:33]3[N:37]([CH:38]([CH3:40])[CH3:39])[N:36]=[CH:35][CH:34]=3)=[N:29][CH:30]=[CH:31][CH:32]=2)=[CH:12][N:13]=[CH:14][C:15]=1[OH:16]. The yield is 0.270. (3) The reactants are C1(C)C=CC(S([O-])(=O)=O)=CC=1.[NH+]1C=CC=CC=1.[F:18][C:19]1[C:20]([C:44]2[CH:49]=[CH:48][CH:47]=[C:46]([O:50][CH3:51])[C:45]=2[F:52])=[CH:21][C:22](=[O:43])[N:23]([CH2:25][CH2:26][C@@:27]([CH3:42])([S:38]([CH3:41])(=[O:40])=[O:39])[C:28]([NH:30][O:31]C2CCCCO2)=[O:29])[CH:24]=1. The catalyst is C(O)C. The product is [F:18][C:19]1[C:20]([C:44]2[CH:49]=[CH:48][CH:47]=[C:46]([O:50][CH3:51])[C:45]=2[F:52])=[CH:21][C:22](=[O:43])[N:23]([CH2:25][CH2:26][C@@:27]([CH3:42])([S:38]([CH3:41])(=[O:40])=[O:39])[C:28]([NH:30][OH:31])=[O:29])[CH:24]=1. The yield is 0.635. (4) The reactants are Cl[C:2]1[C:7]([C:8]#[N:9])=[CH:6][CH:5]=[CH:4][N:3]=1.C([Sn](CCCC)(CCCC)[C:15]1[S:16][CH:17]=[CH:18][N:19]=1)CCC. No catalyst specified. The product is [S:16]1[CH:17]=[CH:18][N:19]=[C:15]1[C:2]1[N:3]=[CH:4][CH:5]=[CH:6][C:7]=1[C:8]#[N:9]. The yield is 0.390.